Dataset: Full USPTO retrosynthesis dataset with 1.9M reactions from patents (1976-2016). Task: Predict the reactants needed to synthesize the given product. (1) Given the product [CH:1]12[CH2:7][CH:4]([CH2:5][CH2:6]1)[CH2:3][CH:2]2[C:8]1[NH:12][C:11]2[C:13]([OH:33])=[CH:14][CH:15]=[C:16]([C:17]([NH:19][CH:20]3[CH2:25][CH2:24][CH2:23][NH:22][CH2:21]3)=[O:18])[C:10]=2[N:9]=1, predict the reactants needed to synthesize it. The reactants are: [CH:1]12[CH2:7][CH:4]([CH2:5][CH2:6]1)[CH2:3][CH:2]2[C:8]1[NH:12][C:11]2[C:13]([O:33]C)=[CH:14][CH:15]=[C:16]([C:17]([NH:19][CH:20]3[CH2:25][CH2:24][CH2:23][N:22](C(OC(C)(C)C)=O)[CH2:21]3)=[O:18])[C:10]=2[N:9]=1.B(Br)(Br)Br. (2) Given the product [C:1]([OH:4])(=[O:3])[CH3:2].[O:5]=[C:6]1[CH2:11][CH2:10][CH2:9][CH2:8][N:7]1[C:12]1[CH:13]=[CH:14][C:15]([NH:18][C:19]([C:21]2[CH2:25][CH2:24][CH2:23][C:22]=2[C:26]2[CH:31]=[CH:30][CH:29]=[C:28]([C:32](=[NH:33])[NH2:35])[CH:27]=2)=[O:20])=[CH:16][CH:17]=1, predict the reactants needed to synthesize it. The reactants are: [C:1]([OH:4])(=[O:3])[CH3:2].[O:5]=[C:6]1[CH2:11][CH2:10][CH2:9][CH2:8][N:7]1[C:12]1[CH:17]=[CH:16][C:15]([NH:18][C:19]([C:21]2[CH2:25][CH2:24][CH2:23][C:22]=2[C:26]2[CH:31]=[CH:30][CH:29]=[C:28]([C:32](=[NH:35])[NH:33]O)[CH:27]=2)=[O:20])=[CH:14][CH:13]=1. (3) Given the product [CH3:2][C:3]1([CH3:33])[CH:7]([N:8]2[CH2:9][CH2:10][CH2:11][CH2:12]2)[C:6]2[C:13]([CH3:32])=[C:14]([N:19]3[CH2:20][CH2:21][NH:22][CH2:23][CH2:24]3)[C:15]([CH3:18])=[C:16]([CH3:17])[C:5]=2[O:4]1, predict the reactants needed to synthesize it. The reactants are: Cl.[CH3:2][C:3]1([CH3:33])[CH:7]([N:8]2[CH2:12][CH2:11][CH2:10][CH2:9]2)[C:6]2[C:13]([CH3:32])=[C:14]([N:19]3[CH2:24][CH2:23][N:22](C(OC(C)(C)C)=O)[CH2:21][CH2:20]3)[C:15]([CH3:18])=[C:16]([CH3:17])[C:5]=2[O:4]1.[OH-].[Na+]. (4) Given the product [CH:1]([C:4]1[CH:9]=[CH:8][CH:7]=[CH:6][C:5]=1[N:10]=[C:11]1[N:16]([C:19]([S:21][CH2:26][CH:25]=[CH2:24])=[S:20])[CH2:15][C:14]([CH3:18])([CH3:17])[CH2:13][S:12]1)([CH3:3])[CH3:2], predict the reactants needed to synthesize it. The reactants are: [CH:1]([C:4]1[CH:9]=[CH:8][CH:7]=[CH:6][C:5]=1[N:10]=[C:11]1[N:16]=[CH:15][C:14]([CH3:18])([CH3:17])[CH2:13][S:12]1)([CH3:3])[CH3:2].[C:19](=[S:21])=[S:20].[H-].[Na+].[CH2:24](Cl)[CH:25]=[CH2:26]. (5) Given the product [CH3:36][C:31]1([CH3:37])[C:32]([CH3:35])([CH3:34])[O:33][B:29]([C:2]2[CH:3]=[C:4]3[C:9](=[CH:10][CH:11]=2)[CH:8]=[C:7]([S:12]([C:15]2[CH:20]=[CH:19][CH:18]=[CH:17][C:16]=2[C@@H:21]([OH:23])[CH3:22])(=[O:14])=[O:13])[CH:6]=[CH:5]3)[O:30]1, predict the reactants needed to synthesize it. The reactants are: Br[C:2]1[CH:3]=[C:4]2[C:9](=[CH:10][CH:11]=1)[CH:8]=[C:7]([S:12]([C:15]1[CH:20]=[CH:19][CH:18]=[CH:17][C:16]=1[C@@H:21]([OH:23])[CH3:22])(=[O:14])=[O:13])[CH:6]=[CH:5]2.C([O-])(=O)C.[K+].[B:29]1([B:29]2[O:33][C:32]([CH3:35])([CH3:34])[C:31]([CH3:37])([CH3:36])[O:30]2)[O:33][C:32]([CH3:35])([CH3:34])[C:31]([CH3:37])([CH3:36])[O:30]1.ClCCl.